This data is from Full USPTO retrosynthesis dataset with 1.9M reactions from patents (1976-2016). The task is: Predict the reactants needed to synthesize the given product. (1) Given the product [C:1]([O:5][C:6](=[O:32])[CH2:7][CH:8]([NH:16][C:25]([O:35][C:36]([CH3:39])([CH3:38])[CH3:37])=[O:50])[C:9]1[CH:14]=[CH:13][CH:12]=[C:11]([F:15])[CH:10]=1)([CH3:2])([CH3:3])[CH3:4], predict the reactants needed to synthesize it. The reactants are: [C:1]([O:5][C:6](=[O:32])[CH2:7][C@H:8]([N:16]([CH2:25]C1C=CC=CC=1)[C@@H](C1C=CC=CC=1)C)[C:9]1[CH:14]=[CH:13][CH:12]=[C:11]([F:15])[CH:10]=1)([CH3:4])([CH3:3])[CH3:2].C(OC([O:35][C:36]([CH3:39])([CH3:38])[CH3:37])=O)([O:35][C:36]([CH3:39])([CH3:38])[CH3:37])=O.C([OH:50])C. (2) Given the product [CH2:29]([O:28][C:26]([N:11]1[CH2:12][C@H:8]([CH2:1][C:2]2[CH:3]=[CH:4][CH:5]=[CH:6][CH:7]=2)[CH2:9][C@H:10]1[C:13]([OH:15])=[O:14])=[O:27])[C:30]1[CH:35]=[CH:34][CH:33]=[CH:32][CH:31]=1, predict the reactants needed to synthesize it. The reactants are: [CH2:1]([C@H:8]1[CH2:12][NH:11][C@H:10]([C:13]([OH:15])=[O:14])[CH2:9]1)[C:2]1[CH:7]=[CH:6][CH:5]=[CH:4][CH:3]=1.CCN(C(C)C)C(C)C.Cl[C:26]([O:28][CH2:29][C:30]1[CH:35]=[CH:34][CH:33]=[CH:32][CH:31]=1)=[O:27]. (3) Given the product [C:19]([O:18][C:16](=[O:17])[CH2:15][NH:14][CH2:1][C:3]1[CH:8]=[C:7]([C:9]([O:11][CH2:12][CH3:13])=[O:10])[CH:6]=[CH:5][N:4]=1)([CH3:22])([CH3:21])[CH3:20], predict the reactants needed to synthesize it. The reactants are: [CH:1]([C:3]1[CH:8]=[C:7]([C:9]([O:11][CH2:12][CH3:13])=[O:10])[CH:6]=[CH:5][N:4]=1)=O.[NH2:14][CH2:15][C:16]([O:18][C:19]([CH3:22])([CH3:21])[CH3:20])=[O:17]. (4) Given the product [C:49]([C:42]1[C:43]2[C:44](=[N:45][CH:46]=[CH:47][CH:48]=2)[N:40]([CH2:39][C:38]([N:33]2[C@H:32]([C:30]([OH:31])=[O:29])[CH2:37][C@@H:36]3[C@H:34]2[CH2:35]3)=[O:52])[N:41]=1)(=[O:51])[CH3:50], predict the reactants needed to synthesize it. The reactants are: C(P(C(C)(C)C)C1C=CC=CC=1C1C=CC=CC=1C)(C)(C)C.C(O)=O.C([O:29][C:30]([C@@H:32]1[CH2:37][C@@H:36]2[C@@H:34]([CH2:35]2)[N:33]1[C:38](=[O:52])[CH2:39][N:40]1[C:44]2=[N:45][CH:46]=[CH:47][CH:48]=[C:43]2[C:42]([C:49](=[O:51])[CH3:50])=[N:41]1)=[O:31])C=C. (5) The reactants are: Cl[C:2]1[CH:3]=[CH:4][C:5]2[N:11]3[CH2:12][C@H:8]([CH2:9][CH2:10]3)[N:7]([C:13]([NH:15][C:16]3[CH:21]=[N:20][CH:19]=[CH:18][N:17]=3)=[O:14])[C:6]=2[N:22]=1.[CH3:23][C:24]1[CH:29]=[C:28](B2OC(C)(C)C(C)(C)O2)[CH:27]=[C:26]([C:39]([F:42])([F:41])[F:40])[N:25]=1.[O-]P([O-])([O-])=O.[K+].[K+].[K+].CC(C1C=C(C(C)C)C(C2C=CC=CC=2P(C2CCCCC2)C2CCCCC2)=C(C(C)C)C=1)C. Given the product [CH3:23][C:24]1[CH:29]=[C:28]([C:2]2[CH:3]=[CH:4][C:5]3[N:11]4[CH2:12][C@H:8]([CH2:9][CH2:10]4)[N:7]([C:13]([NH:15][C:16]4[CH:21]=[N:20][CH:19]=[CH:18][N:17]=4)=[O:14])[C:6]=3[N:22]=2)[CH:27]=[C:26]([C:39]([F:41])([F:40])[F:42])[N:25]=1, predict the reactants needed to synthesize it. (6) The reactants are: [NH2:1][CH2:2][C:3]1[CH:12]=[CH:11][CH:10]=[C:9]2[C:4]=1[CH:5]=[C:6]([C:14]1[CH:19]=[CH:18][C:17]([CH2:20][N:21]3[CH2:26][CH2:25][N:24]([CH3:27])[CH2:23][CH2:22]3)=[CH:16][CH:15]=1)[NH:7][C:8]2=[O:13].[CH3:28][S:29](Cl)(=[O:31])=[O:30].CCN(C(C)C)C(C)C. Given the product [CH3:27][N:24]1[CH2:25][CH2:26][N:21]([CH2:20][C:17]2[CH:16]=[CH:15][C:14]([C:6]3[NH:7][C:8](=[O:13])[C:9]4[C:4]([CH:5]=3)=[C:3]([CH2:2][NH:1][S:29]([CH3:28])(=[O:31])=[O:30])[CH:12]=[CH:11][CH:10]=4)=[CH:19][CH:18]=2)[CH2:22][CH2:23]1, predict the reactants needed to synthesize it. (7) Given the product [S:14]([N:6]1[CH:7]=[C:3]([CH:1]=[O:2])[N:4]=[CH:5]1)([C:11]1[CH:12]=[CH:13][C:8]([CH3:18])=[CH:9][CH:10]=1)(=[O:16])=[O:15], predict the reactants needed to synthesize it. The reactants are: [CH:1]([C:3]1[N:4]=[CH:5][NH:6][CH:7]=1)=[O:2].[C:8]1([CH3:18])[CH:13]=[CH:12][C:11]([S:14](Cl)(=[O:16])=[O:15])=[CH:10][CH:9]=1.C(N(CC)CC)C.CCCCCCC.